Dataset: CYP2C9 inhibition data for predicting drug metabolism from PubChem BioAssay. Task: Regression/Classification. Given a drug SMILES string, predict its absorption, distribution, metabolism, or excretion properties. Task type varies by dataset: regression for continuous measurements (e.g., permeability, clearance, half-life) or binary classification for categorical outcomes (e.g., BBB penetration, CYP inhibition). Dataset: cyp2c9_veith. The compound is COC(=O)c1ccccc1NS(=O)(=O)c1ccc2c3c(cccc13)C(=O)N2. The result is 1 (inhibitor).